From a dataset of Catalyst prediction with 721,799 reactions and 888 catalyst types from USPTO. Predict which catalyst facilitates the given reaction. (1) Reactant: [C:1]([NH:4][C:5]1[S:6][C:7]([C:26](O)=[O:27])=[C:8]([CH2:10][CH2:11][C:12]2[CH:17]=[CH:16][C:15]([NH:18][C:19]([O:21][C:22]([CH3:25])([CH3:24])[CH3:23])=[O:20])=[CH:14][CH:13]=2)[N:9]=1)(=[O:3])[CH3:2].[CH3:29][S:30][C:31]1[CH:38]=[CH:37][C:34]([CH2:35][NH2:36])=[CH:33][CH:32]=1.ON1C2C=CC=CC=2N=N1.Cl.C(N=C=NCCCN(C)C)C.C([O-])(O)=O.[Na+]. Product: [C:22]([O:21][C:19](=[O:20])[NH:18][C:15]1[CH:16]=[CH:17][C:12]([CH2:11][CH2:10][C:8]2[N:9]=[C:5]([NH:4][C:1](=[O:3])[CH3:2])[S:6][C:7]=2[C:26]([NH:36][CH2:35][C:34]2[CH:37]=[CH:38][C:31]([S:30][CH3:29])=[CH:32][CH:33]=2)=[O:27])=[CH:13][CH:14]=1)([CH3:25])([CH3:24])[CH3:23]. The catalyst class is: 3. (2) Reactant: [CH3:1][O:2][C:3](=[O:33])[C@@H:4]([NH:25]C(OC(C)(C)C)=O)[CH2:5][C:6]1[CH:11]=[CH:10][C:9]([O:12][C:13](=[O:16])[NH:14][CH3:15])=[C:8]([O:17][CH2:18][C:19]2[CH:24]=[CH:23][CH:22]=[CH:21][CH:20]=2)[CH:7]=1.C(OCC)C.[Cl:39]CCl. Product: [Cl-:39].[CH2:18]([O:17][C:8]1[CH:7]=[C:6]([CH2:5][C@H:4]([NH3+:25])[C:3]([O:2][CH3:1])=[O:33])[CH:11]=[CH:10][C:9]=1[O:12][C:13](=[O:16])[NH:14][CH3:15])[C:19]1[CH:20]=[CH:21][CH:22]=[CH:23][CH:24]=1. The catalyst class is: 12. (3) Reactant: N#N.[N+:3]([C:6]1[CH:7]=[N:8][N:9]([CH2:11][C:12]2[O:16][N:15]=[C:14]([C:17](=[O:19])[CH3:18])[CH:13]=2)[CH:10]=1)([O-:5])=[O:4].[CH2:20](O)[CH2:21][OH:22].COC(OC)OC. Product: [CH3:18][C:17]1([C:14]2[CH:13]=[C:12]([CH2:11][N:9]3[CH:10]=[C:6]([N+:3]([O-:5])=[O:4])[CH:7]=[N:8]3)[O:16][N:15]=2)[O:22][CH2:21][CH2:20][O:19]1. The catalyst class is: 250. (4) Reactant: C(OC([N:8]1[CH2:13][CH2:12][CH:11]([O:14][C:15]2[CH:20]=[CH:19][C:18]([C:21]3[CH2:26][CH2:25][C:24](=[O:27])[NH:23][N:22]=3)=[C:17]([F:28])[CH:16]=2)[CH2:10][CH2:9]1)=O)(C)(C)C. Product: [F:28][C:17]1[CH:16]=[C:15]([O:14][CH:11]2[CH2:12][CH2:13][NH:8][CH2:9][CH2:10]2)[CH:20]=[CH:19][C:18]=1[C:21]1[CH2:26][CH2:25][C:24](=[O:27])[NH:23][N:22]=1. The catalyst class is: 55. (5) Reactant: [NH2:1][CH2:2][C@@H:3]([NH:10][C:11]([C:13]1[CH:14]=[C:15]2[C:20](=[CH:21][CH:22]=1)[N:19]=[C:18]([NH:23][C:24]([C:26]1[C:27]([C:32]3[CH:37]=[CH:36][C:35]([C:38]([F:41])([F:40])[F:39])=[CH:34][CH:33]=3)=[CH:28][CH:29]=[CH:30][CH:31]=1)=[O:25])[CH:17]=[CH:16]2)=[O:12])[C:4]1[CH:9]=[CH:8][CH:7]=[CH:6][CH:5]=1.[C:42](O)(=[O:45])[CH2:43][CH3:44].C(Cl)CCl.C1C=CC2N(O)N=NC=2C=1. Product: [C:4]1([C@H:3]([NH:10][C:11]([C:13]2[CH:14]=[C:15]3[C:20](=[CH:21][CH:22]=2)[N:19]=[C:18]([NH:23][C:24]([C:26]2[C:27]([C:32]4[CH:33]=[CH:34][C:35]([C:38]([F:41])([F:39])[F:40])=[CH:36][CH:37]=4)=[CH:28][CH:29]=[CH:30][CH:31]=2)=[O:25])[CH:17]=[CH:16]3)=[O:12])[CH2:2][NH:1][C:42](=[O:45])[CH2:43][CH3:44])[CH:9]=[CH:8][CH:7]=[CH:6][CH:5]=1. The catalyst class is: 347. (6) Reactant: [Cl:1][C:2]1[N:7]=[CH:6][C:5]2[CH:8]=[CH:9][NH:10][C:4]=2[CH:3]=1.[H-].[Na+].Cl[CH2:14][O:15][CH2:16][CH2:17][Si:18]([CH3:21])([CH3:20])[CH3:19]. Product: [Cl:1][C:2]1[N:7]=[CH:6][C:5]2[CH:8]=[CH:9][N:10]([CH2:14][O:15][CH2:16][CH2:17][Si:18]([CH3:21])([CH3:20])[CH3:19])[C:4]=2[CH:3]=1. The catalyst class is: 391. (7) Reactant: [C:1]([N:8]1[CH2:12][C@@H:11]([NH2:13])[CH2:10][C@H:9]1[C:14]([N:16]1[CH2:21][CH2:20][N:19]([CH3:22])[CH2:18][CH2:17]1)=[O:15])([O:3][C:4]([CH3:7])([CH3:6])[CH3:5])=[O:2].CC(C)([O-])C.[Na+].C(P(C(C)(C)C)C1C=CC=CC=1C1C=CC=CC=1)(C)(C)C.Br[C:51]1[CH:56]=[CH:55][C:54]([F:57])=[CH:53][C:52]=1[F:58]. Product: [C:1]([N:8]1[CH2:12][C@@H:11]([NH:13][C:51]2[CH:56]=[CH:55][C:54]([F:57])=[CH:53][C:52]=2[F:58])[CH2:10][C@H:9]1[C:14]([N:16]1[CH2:17][CH2:18][N:19]([CH3:22])[CH2:20][CH2:21]1)=[O:15])([O:3][C:4]([CH3:7])([CH3:6])[CH3:5])=[O:2]. The catalyst class is: 101. (8) Reactant: [NH:1]([CH2:5][CH2:6][OH:7])[CH2:2][CH2:3][OH:4].[CH:8]([P:10](=[O:17])([O:14][CH2:15][CH3:16])[O:11][CH2:12][CH3:13])=[CH2:9]. Product: [OH:4][CH2:3][CH2:2][N:1]([CH2:5][CH2:6][OH:7])[CH2:9][CH2:8][P:10](=[O:17])([O:14][CH2:15][CH3:16])[O:11][CH2:12][CH3:13]. The catalyst class is: 6.